This data is from Peptide-MHC class I binding affinity with 185,985 pairs from IEDB/IMGT. The task is: Regression. Given a peptide amino acid sequence and an MHC pseudo amino acid sequence, predict their binding affinity value. This is MHC class I binding data. (1) The peptide sequence is RVYAHVRSV. The MHC is HLA-C06:02 with pseudo-sequence HLA-C06:02. The binding affinity (normalized) is 0.936. (2) The peptide sequence is YPYQLMLSL. The MHC is HLA-B39:01 with pseudo-sequence HLA-B39:01. The binding affinity (normalized) is 1.00. (3) The peptide sequence is THLEVCFMY. The MHC is HLA-A01:01 with pseudo-sequence HLA-A01:01. The binding affinity (normalized) is 0.0847.